Predict the reactants needed to synthesize the given product. From a dataset of Full USPTO retrosynthesis dataset with 1.9M reactions from patents (1976-2016). (1) Given the product [O:13]1[CH2:14][CH2:15][CH:10]([C:8]2[C:7]([O:16][CH2:17][C:18]([F:21])([F:19])[F:20])=[N:6][CH:5]=[C:4]([CH:9]=2)[C:3]([OH:22])=[O:2])[CH2:11][CH2:12]1, predict the reactants needed to synthesize it. The reactants are: C[O:2][C:3](=[O:22])[C:4]1[CH:9]=[C:8]([CH:10]2[CH2:15][CH2:14][O:13][CH2:12][CH2:11]2)[C:7]([O:16][CH2:17][C:18]([F:21])([F:20])[F:19])=[N:6][CH:5]=1.O1CCCC1.[OH-].[Li+].Cl. (2) The reactants are: CC(C[AlH]C[CH:7]([CH3:9])[CH3:8])C.C1(C)C=CC=CC=1.C([C:19]([CH2:26][CH3:27])([C:23]([O-:25])=O)C([O-])=O)C.[CH2:28]([Mg]Br)[CH2:29][CH2:30][CH2:31][CH2:32][CH3:33].[CH3:36][CH2:37][O:38]CC. Given the product [CH3:33][CH2:32][CH2:31][CH2:30][CH2:29][CH2:28][CH:37]([OH:38])[CH2:36][CH:23]([OH:25])[CH2:19][CH2:26][CH2:27][CH2:9][CH2:7][CH3:8], predict the reactants needed to synthesize it. (3) Given the product [C:7]([C:6]1[CH:5]=[C:4]([CH:11]=[CH:10][CH:9]=1)[CH2:3][N:2]([CH3:1])[CH2:24][CH2:23][C:22]([O:21][C:17]([CH3:20])([CH3:19])[CH3:18])=[O:26])#[N:8], predict the reactants needed to synthesize it. The reactants are: [CH3:1][NH:2][CH2:3][C:4]1[CH:5]=[C:6]([CH:9]=[CH:10][CH:11]=1)[C:7]#[N:8].C(=O)(O)[O-].[Na+].[C:17]([O:21][C:22](=[O:26])[CH2:23][CH2:24]Br)([CH3:20])([CH3:19])[CH3:18].